Dataset: CYP2C19 inhibition data for predicting drug metabolism from PubChem BioAssay. Task: Regression/Classification. Given a drug SMILES string, predict its absorption, distribution, metabolism, or excretion properties. Task type varies by dataset: regression for continuous measurements (e.g., permeability, clearance, half-life) or binary classification for categorical outcomes (e.g., BBB penetration, CYP inhibition). Dataset: cyp2c19_veith. The molecule is CC1=CC=CN2CC(O)CN=C12.Cl. The result is 0 (non-inhibitor).